Dataset: Peptide-MHC class II binding affinity with 134,281 pairs from IEDB. Task: Regression. Given a peptide amino acid sequence and an MHC pseudo amino acid sequence, predict their binding affinity value. This is MHC class II binding data. (1) The peptide sequence is MRSMPFLRKTRWTFL. The MHC is HLA-DQA10501-DQB10402 with pseudo-sequence HLA-DQA10501-DQB10402. The binding affinity (normalized) is 0.714. (2) The peptide sequence is CSIVGWPAIRERMRRT. The MHC is DRB5_0101 with pseudo-sequence DRB5_0101. The binding affinity (normalized) is 0.485. (3) The peptide sequence is KVERQWIPSVCFSTL. The MHC is DRB1_0901 with pseudo-sequence DRB1_0901. The binding affinity (normalized) is 0.674. (4) The peptide sequence is AEKFKEDVINDFVSS. The MHC is HLA-DPA10103-DPB10401 with pseudo-sequence HLA-DPA10103-DPB10401. The binding affinity (normalized) is 0.240. (5) The peptide sequence is ISGDLKTQIDQVEST. The MHC is DRB1_0101 with pseudo-sequence DRB1_0101. The binding affinity (normalized) is 0.268. (6) The peptide sequence is PRSPTVFYNIPPMPLPPSQL. The MHC is DRB4_0101 with pseudo-sequence DRB4_0103. The binding affinity (normalized) is 0.356. (7) The peptide sequence is AVFEAALTKAITAMS. The MHC is DRB1_1001 with pseudo-sequence DRB1_1001. The binding affinity (normalized) is 0.650. (8) The peptide sequence is LDVVKLLYNEQFAVQ. The MHC is DRB1_0701 with pseudo-sequence DRB1_0701. The binding affinity (normalized) is 0.350. (9) The peptide sequence is EKKYFAATQFEPHAA. The MHC is HLA-DPA10201-DPB10501 with pseudo-sequence HLA-DPA10201-DPB10501. The binding affinity (normalized) is 0.705. (10) The peptide sequence is YDKFLAIVSTVLTGK. The MHC is DRB1_0405 with pseudo-sequence DRB1_0405. The binding affinity (normalized) is 0.177.